Dataset: Forward reaction prediction with 1.9M reactions from USPTO patents (1976-2016). Task: Predict the product of the given reaction. The product is: [NH2:12][N:11]1[C:2]([CH3:1])([CH3:26])[CH2:3][C:4]2[NH:5][C:6]3[CH:20]=[CH:19][C:18]([O:21][C:22]([F:25])([F:24])[F:23])=[CH:17][C:7]=3[S:8][C:9]=2[C:10]1=[O:16]. Given the reactants [CH3:1][C:2]1([CH3:26])[N:11]([NH:12]C(=O)C)[C:10](=[O:16])[C:9]2[S:8][C:7]3[CH:17]=[C:18]([O:21][C:22]([F:25])([F:24])[F:23])[CH:19]=[CH:20][C:6]=3[NH:5][C:4]=2[CH2:3]1.Cl, predict the reaction product.